Dataset: Forward reaction prediction with 1.9M reactions from USPTO patents (1976-2016). Task: Predict the product of the given reaction. (1) Given the reactants [F:1][C:2]([F:20])([F:19])[C:3]1[CH:8]=[CH:7][CH:6]=[CH:5][C:4]=1[C:9]1[CH:18]=[N:17][C:12]2[O:13][CH2:14][CH2:15][NH:16][C:11]=2[CH:10]=1.[Br:21][C:22]1[CH:23]=[C:24]([CH:28]=[C:29]([Br:33])[C:30]=1[O:31][CH3:32])[C:25](Cl)=[O:26].C(N(CC)CC)C.O, predict the reaction product. The product is: [Br:21][C:22]1[CH:23]=[C:24]([C:25]([N:16]2[CH2:15][CH2:14][O:13][C:12]3[N:17]=[CH:18][C:9]([C:4]4[CH:5]=[CH:6][CH:7]=[CH:8][C:3]=4[C:2]([F:1])([F:19])[F:20])=[CH:10][C:11]2=3)=[O:26])[CH:28]=[C:29]([Br:33])[C:30]=1[O:31][CH3:32]. (2) Given the reactants [Cl:1][C:2]1[CH:3]=[CH:4][C:5]2[O:18][CH:17]([C:19]([O:21][CH2:22][CH3:23])=[O:20])[N:8]3[C:9]4[CH:10]=[CH:11][CH:12]=[C:13]([F:16])[C:14]=4[CH2:15][CH:7]3[C:6]=2[N:24]=1.C(C1C(=O)C(Cl)=C(Cl)C(=O)C=1C#N)#N, predict the reaction product. The product is: [Cl:1][C:2]1[CH:3]=[CH:4][C:5]2[O:18][CH:17]([C:19]([O:21][CH2:22][CH3:23])=[O:20])[N:8]3[C:9]4[CH:10]=[CH:11][CH:12]=[C:13]([F:16])[C:14]=4[CH:15]=[C:7]3[C:6]=2[N:24]=1. (3) Given the reactants [C:1]([C:3]1[CH:4]=[C:5]([CH:24]=[CH:25][CH:26]=1)[C:6]([NH:8][C:9]1[CH:10]=[C:11]2[C:15](=[CH:16][CH:17]=1)[NH:14][CH:13]=[C:12]2[CH:18]1[CH2:23][CH2:22][NH:21][CH2:20][CH2:19]1)=[O:7])#[N:2].[N:27]([CH:30]1[CH2:34][CH2:33][CH2:32][CH2:31]1)=[C:28]=[O:29].C(N(CC)CC)C, predict the reaction product. The product is: [C:1]([C:3]1[CH:4]=[C:5]([CH:24]=[CH:25][CH:26]=1)[C:6]([NH:8][C:9]1[CH:10]=[C:11]2[C:15](=[CH:16][CH:17]=1)[NH:14][CH:13]=[C:12]2[CH:18]1[CH2:19][CH2:20][N:21]([C:28]([NH:27][CH:30]2[CH2:34][CH2:33][CH2:32][CH2:31]2)=[O:29])[CH2:22][CH2:23]1)=[O:7])#[N:2]. (4) Given the reactants [Cl:1][C:2]1[CH:3]=[C:4]([S:8]([NH:11][C:12]2[CH:20]=[CH:19][C:15]([C:16]([OH:18])=[O:17])=[C:14]([OH:21])[CH:13]=2)(=[O:10])=[O:9])[S:5][C:6]=1[Cl:7].[CH3:22][O:23][CH:24]([CH2:27][CH3:28])[CH2:25]O, predict the reaction product. The product is: [Cl:1][C:2]1[CH:3]=[C:4]([S:8]([NH:11][C:12]2[CH:20]=[CH:19][C:15]([C:16]([O:18][CH2:25][CH:24]([O:23][CH3:22])[CH2:27][CH3:28])=[O:17])=[C:14]([OH:21])[CH:13]=2)(=[O:9])=[O:10])[S:5][C:6]=1[Cl:7]. (5) Given the reactants [Cl:1][C:2]1[CH:7]=[CH:6][C:5]([NH:8][C:9](=[O:15])[O:10][C:11]([CH3:14])([CH3:13])[CH3:12])=[CH:4][CH:3]=1.C([Li])(CC)C.[Cl:21][C:22]1[C:29]([Cl:30])=[CH:28][CH:27]=[CH:26][C:23]=1[CH:24]=[O:25].[Cl-].[NH4+], predict the reaction product. The product is: [Cl:1][C:2]1[CH:3]=[CH:4][C:5]([NH:8][C:9](=[O:15])[O:10][C:11]([CH3:12])([CH3:14])[CH3:13])=[C:6]([CH:24]([C:23]2[CH:26]=[CH:27][CH:28]=[C:29]([Cl:30])[C:22]=2[Cl:21])[OH:25])[CH:7]=1. (6) Given the reactants [CH:1]([N:4]([C:24]([C@H:26]1[CH2:31][CH2:30][C@H:29]([CH3:32])[CH2:28][CH2:27]1)=[O:25])[C:5]1[S:6][C:7]([CH:14]2[CH2:19][CH2:18][N:17]([S:20]([CH3:23])(=[O:22])=[O:21])[CH2:16][CH2:15]2)=[CH:8][C:9]=1[C:10]([O:12]C)=[O:11])([CH3:3])[CH3:2].[OH-].[Li+], predict the reaction product. The product is: [CH:1]([N:4]([C:24]([C@H:26]1[CH2:31][CH2:30][C@H:29]([CH3:32])[CH2:28][CH2:27]1)=[O:25])[C:5]1[S:6][C:7]([CH:14]2[CH2:15][CH2:16][N:17]([S:20]([CH3:23])(=[O:21])=[O:22])[CH2:18][CH2:19]2)=[CH:8][C:9]=1[C:10]([OH:12])=[O:11])([CH3:3])[CH3:2].